This data is from Catalyst prediction with 721,799 reactions and 888 catalyst types from USPTO. The task is: Predict which catalyst facilitates the given reaction. Reactant: [CH3:1][O:2][C:3]1[C:4](S(C)(=O)=O)=[N:5][C:6]([N:9]2[CH:13]=[C:12]([C:14]([F:17])([F:16])[F:15])[CH:11]=[N:10]2)=[N:7][CH:8]=1.[OH:22][C:23]1[CH:27]=[C:26]([C:28]([F:31])([F:30])[F:29])[S:25][CH:24]=1.C([O-])([O-])=O.[K+].[K+].O. Product: [CH3:1][O:2][C:3]1[C:4]([O:22][C:23]2[CH:27]=[C:26]([C:28]([F:31])([F:30])[F:29])[S:25][CH:24]=2)=[N:5][C:6]([N:9]2[CH:13]=[C:12]([C:14]([F:15])([F:16])[F:17])[CH:11]=[N:10]2)=[N:7][CH:8]=1. The catalyst class is: 3.